From a dataset of Full USPTO retrosynthesis dataset with 1.9M reactions from patents (1976-2016). Predict the reactants needed to synthesize the given product. (1) Given the product [Br:25][C:22]1[CH:23]=[CH:24][C:15]([C:5]2[CH:4]=[C:3]([O:2][CH3:1])[CH:8]=[C:7]([O:9][CH3:10])[CH:6]=2)=[C:16]2[C:21]=1[N:20]=[CH:19][CH:18]=[N:17]2, predict the reactants needed to synthesize it. The reactants are: [CH3:1][O:2][C:3]1[CH:4]=[C:5](B(O)O)[CH:6]=[C:7]([O:9][CH3:10])[CH:8]=1.Br[C:15]1[CH:24]=[CH:23][C:22]([Br:25])=[C:21]2[C:16]=1[N:17]=[CH:18][CH:19]=[N:20]2.C([O-])([O-])=O.[Na+].[Na+]. (2) Given the product [CH3:1][O:2][C:3]1[CH:4]=[CH:5][C:6]([C:17](=[O:24])[C:18]([CH3:28])([CH3:23])[C:19]([O:21][CH3:22])=[O:20])=[C:7]2[C:12]=1[N:11]=[C:10]([C:13]([F:15])([F:16])[F:14])[CH:9]=[CH:8]2, predict the reactants needed to synthesize it. The reactants are: [CH3:1][O:2][C:3]1[CH:4]=[CH:5][C:6]([C:17](=[O:24])[CH:18]([CH3:23])[C:19]([O:21][CH3:22])=[O:20])=[C:7]2[C:12]=1[N:11]=[C:10]([C:13]([F:16])([F:15])[F:14])[CH:9]=[CH:8]2.[H-].[Na+].I[CH3:28].[Cl-].[NH4+]. (3) Given the product [NH2:14][C:12]1[CH:11]=[CH:10][C:9]([F:17])=[C:8]([S:5]([NH:4][CH:1]2[CH2:2][CH2:3]2)(=[O:7])=[O:6])[CH:13]=1, predict the reactants needed to synthesize it. The reactants are: [CH:1]1([NH:4][S:5]([C:8]2[CH:13]=[C:12]([N+:14]([O-])=O)[CH:11]=[CH:10][C:9]=2[F:17])(=[O:7])=[O:6])[CH2:3][CH2:2]1.Cl.Cl[Sn]Cl.[OH-].[Na+]. (4) Given the product [CH3:27][C@H:28]1[CH2:33][C:32](=[O:34])[CH2:31][C@H:30]([CH3:35])[N:29]1[C:36]([O:38][C:39]([CH3:41])([CH3:40])[CH3:42])=[O:37], predict the reactants needed to synthesize it. The reactants are: CC1CC(=O)CC(C)N1.C(OC(OC(C)(C)C)=O)(OC(C)(C)C)=O.[OH-].[Na+].[CH3:27][CH:28]1[CH2:33][C:32](=[O:34])[CH2:31][CH:30]([CH3:35])[N:29]1[C:36]([O:38][C:39]([CH3:42])([CH3:41])[CH3:40])=[O:37]. (5) Given the product [CH3:22][C:18]([N:15]1[CH2:16][CH2:17][N:12]([CH2:11][C:9]2[S:10][C:5]3[C:4]([N:24]4[CH2:29][CH2:28][O:27][CH2:26][CH2:25]4)=[N:3][C:2]([C:38]4[C:42]5[CH:43]=[CH:44][CH:45]=[CH:46][C:41]=5[O:40][C:39]=4[CH3:47])=[N:7][C:6]=3[CH:8]=2)[CH2:13][CH2:14]1)([CH3:23])[C:19]([NH2:21])=[O:20], predict the reactants needed to synthesize it. The reactants are: Cl[C:2]1[N:3]=[C:4]([N:24]2[CH2:29][CH2:28][O:27][CH2:26][CH2:25]2)[C:5]2[S:10][C:9]([CH2:11][N:12]3[CH2:17][CH2:16][N:15]([C:18]([CH3:23])([CH3:22])[C:19]([NH2:21])=[O:20])[CH2:14][CH2:13]3)=[CH:8][C:6]=2[N:7]=1.CC1(C)C(C)(C)OB([C:38]2[C:42]3[CH:43]=[CH:44][CH:45]=[CH:46][C:41]=3[O:40][C:39]=2[CH3:47])O1.C(=O)([O-])[O-].[Na+].[Na+].C([O-])(=O)C.[K+].